From a dataset of Full USPTO retrosynthesis dataset with 1.9M reactions from patents (1976-2016). Predict the reactants needed to synthesize the given product. Given the product [Si:1]([O:8][CH2:9][CH2:10][C:11]1[N:16]=[CH:15][C:14]([NH:17][C:24](=[O:32])[O:25][C:26]2[CH:31]=[CH:30][CH:29]=[CH:28][CH:27]=2)=[CH:13][CH:12]=1)([C:4]([CH3:6])([CH3:7])[CH3:5])([CH3:3])[CH3:2], predict the reactants needed to synthesize it. The reactants are: [Si:1]([O:8][CH2:9][CH2:10][C:11]1[N:16]=[CH:15][C:14]([NH2:17])=[CH:13][CH:12]=1)([C:4]([CH3:7])([CH3:6])[CH3:5])([CH3:3])[CH3:2].N1C=CC=CC=1.[C:24](Cl)(=[O:32])[O:25][C:26]1[CH:31]=[CH:30][CH:29]=[CH:28][CH:27]=1.